This data is from Forward reaction prediction with 1.9M reactions from USPTO patents (1976-2016). The task is: Predict the product of the given reaction. (1) Given the reactants [CH3:1][O:2][C:3]1[CH:49]=[CH:48][C:6]([CH2:7][N:8]([CH2:39][C:40]2[CH:45]=[CH:44][C:43]([O:46][CH3:47])=[CH:42][CH:41]=2)[C:9]2[N:14]=[CH:13][C:12]([C:15]3[C:16]4[CH2:29][CH2:28][N:27]([C:30]5[CH:38]=[CH:37][C:33]([C:34](O)=[O:35])=[CH:32][CH:31]=5)[C:17]=4[N:18]=[C:19]([N:21]4[CH2:26][CH2:25][O:24][CH2:23][CH2:22]4)[N:20]=3)=[CH:11][N:10]=2)=[CH:5][CH:4]=1.[N:50]1([CH2:56][CH2:57][OH:58])[CH2:55][CH2:54][NH:53][CH2:52][CH2:51]1, predict the reaction product. The product is: [CH3:47][O:46][C:43]1[CH:44]=[CH:45][C:40]([CH2:39][N:8]([CH2:7][C:6]2[CH:5]=[CH:4][C:3]([O:2][CH3:1])=[CH:49][CH:48]=2)[C:9]2[N:10]=[CH:11][C:12]([C:15]3[C:16]4[CH2:29][CH2:28][N:27]([C:30]5[CH:38]=[CH:37][C:33]([C:34]([N:53]6[CH2:54][CH2:55][N:50]([CH2:56][CH2:57][OH:58])[CH2:51][CH2:52]6)=[O:35])=[CH:32][CH:31]=5)[C:17]=4[N:18]=[C:19]([N:21]4[CH2:26][CH2:25][O:24][CH2:23][CH2:22]4)[N:20]=3)=[CH:13][N:14]=2)=[CH:41][CH:42]=1. (2) The product is: [CH3:26][N:27]([CH3:40])[CH2:28][CH2:29][NH:30][S:31]([C:34]1[S:35][C:36]([C:2]#[C:1][C:3]2[CH:4]=[N:5][N:6]3[C:11]([C:12]([F:14])([F:13])[F:15])=[CH:10][C:9]([C:16]4[CH:21]=[CH:20][C:19]([C:22]([F:25])([F:24])[F:23])=[CH:18][CH:17]=4)=[N:8][C:7]=23)=[CH:37][CH:38]=1)(=[O:33])=[O:32]. Given the reactants [C:1]([C:3]1[CH:4]=[N:5][N:6]2[C:11]([C:12]([F:15])([F:14])[F:13])=[CH:10][C:9]([C:16]3[CH:21]=[CH:20][C:19]([C:22]([F:25])([F:24])[F:23])=[CH:18][CH:17]=3)=[N:8][C:7]=12)#[CH:2].[CH3:26][N:27]([CH3:40])[CH2:28][CH2:29][NH:30][S:31]([C:34]1[S:35][C:36](Cl)=[CH:37][CH:38]=1)(=[O:33])=[O:32], predict the reaction product. (3) Given the reactants [C:1]([C:5]1[O:9][C:8]([CH3:10])=[C:7]([C:11]([OH:13])=O)[CH:6]=1)([CH3:4])([CH3:3])[CH3:2].[NH2:14][C@@H:15]1[C@H:19]2[O:20][CH2:21][C@H:22]([NH:23][C:24]([CH:26]3[CH2:28][CH2:27]3)=[O:25])[C@H:18]2[O:17][CH2:16]1, predict the reaction product. The product is: [C:1]([C:5]1[O:9][C:8]([CH3:10])=[C:7]([C:11]([NH:14][C@H:15]2[CH2:16][O:17][C@@H:18]3[C@@H:22]([NH:23][C:24]([CH:26]4[CH2:27][CH2:28]4)=[O:25])[CH2:21][O:20][C@H:19]23)=[O:13])[CH:6]=1)([CH3:2])([CH3:3])[CH3:4]. (4) The product is: [CH2:17]([O:24][CH:25]1[CH2:30][CH2:29][N:28]([C:13]([C:9]2[NH:10][C:11]3[CH:12]=[C:4]4[O:3][C:2](=[O:1])[NH:16][C:5]4=[CH:6][C:7]=3[CH:8]=2)=[O:15])[CH2:27][CH2:26]1)[C:18]1[CH:19]=[CH:20][CH:21]=[CH:22][CH:23]=1. Given the reactants [O:1]=[C:2]1[NH:16][C:5]2=[CH:6][C:7]3[CH:8]=[C:9]([C:13]([OH:15])=O)[NH:10][C:11]=3[CH:12]=[C:4]2[O:3]1.[CH2:17]([O:24][CH:25]1[CH2:30][CH2:29][NH:28][CH2:27][CH2:26]1)[C:18]1[CH:23]=[CH:22][CH:21]=[CH:20][CH:19]=1, predict the reaction product. (5) Given the reactants [Cl-].[C:2]1([CH3:12])[CH:7]=[CH:6][C:5]([S:8]([O-:11])(=[O:10])=[O:9])=[CH:4][CH:3]=1.[C:13]1([CH3:19])[CH:18]=[CH:17]C=[CH:15][CH:14]=1.C(C1C[O:24][CH:23]1CO)C.[OH-].[Na+], predict the reaction product. The product is: [O:24]1[CH2:17][CH:18]([CH:13]([CH2:14][CH3:15])[CH2:19][O:10][S:8]([C:5]2[CH:4]=[CH:3][C:2]([CH3:12])=[CH:7][CH:6]=2)(=[O:11])=[O:9])[CH2:23]1. (6) Given the reactants [BH4-].[Na+].[CH:3]([O:6][C:7]1[CH:15]=[CH:14][C:10]([C:11]([NH2:13])=[O:12])=[CH:9][C:8]=1[N+:16]([O-])=O)([CH3:5])[CH3:4], predict the reaction product. The product is: [NH2:16][C:8]1[CH:9]=[C:10]([CH:14]=[CH:15][C:7]=1[O:6][CH:3]([CH3:5])[CH3:4])[C:11]([NH2:13])=[O:12].